Dataset: Human liver microsome stability data. Task: Regression/Classification. Given a drug SMILES string, predict its absorption, distribution, metabolism, or excretion properties. Task type varies by dataset: regression for continuous measurements (e.g., permeability, clearance, half-life) or binary classification for categorical outcomes (e.g., BBB penetration, CYP inhibition). Dataset: hlm. (1) The drug is Nc1ncnc2c1c(Oc1cc(C(F)(F)F)ccn1)nn2[C@H]1CC[C@@H](CO)CC1. The result is 0 (unstable in human liver microsomes). (2) The molecule is Nc1nccc(-c2ccc3nc(C4COc5ccccc5C4)oc3c2)n1. The result is 0 (unstable in human liver microsomes). (3) The molecule is O=C(NCCC(c1ccccc1)c1ccccc1)c1ccccn1. The result is 1 (stable in human liver microsomes). (4) The molecule is CN(Cc1cccc2c1S(=O)(=O)N=C2C1=C(O)C(C)(C)N(Cc2ccc(F)c(Cl)c2)C1=O)S(C)(=O)=O. The result is 0 (unstable in human liver microsomes). (5) The compound is NC(=O)OC(CCN1CCN(c2ccc(O)cc2)CC1)c1ccc(F)cc1. The result is 0 (unstable in human liver microsomes). (6) The drug is CP(C)(=O)c1ccc(C(F)(F)F)cc1. The result is 0 (unstable in human liver microsomes). (7) The drug is COc1cc2ccc(Br)cc2cc1[C@@H](c1ccccc1)[C@@](O)(CCN(C)C)c1cccc2ccsc12. The result is 0 (unstable in human liver microsomes). (8) The molecule is C[C@H](NS(=O)(=O)c1ccc(-c2sc(C(=O)NCC(C)(C)O)nc2C(=O)N2CCC(F)(F)C2)c(Cl)c1Cl)C(F)(F)F. The result is 0 (unstable in human liver microsomes).